From a dataset of Forward reaction prediction with 1.9M reactions from USPTO patents (1976-2016). Predict the product of the given reaction. (1) Given the reactants [CH3:1][CH:2]([CH3:14])[CH2:3][CH2:4][NH:5][CH2:6][C:7]1([CH2:12][OH:13])[CH2:11][CH2:10][CH2:9][CH2:8]1.C(Cl)Cl.CO.C([O-])(O)=O.[Na+].[CH3:25][C:26]([O:29][C:30](O[C:30]([O:29][C:26]([CH3:28])([CH3:27])[CH3:25])=[O:31])=[O:31])([CH3:28])[CH3:27], predict the reaction product. The product is: [C:26]([O:29][C:30]([N:5]([CH2:6][C:7]1([CH2:12][OH:13])[CH2:8][CH2:9][CH2:10][CH2:11]1)[CH2:4][CH2:3][CH:2]([CH3:14])[CH3:1])=[O:31])([CH3:28])([CH3:27])[CH3:25]. (2) Given the reactants [NH2:1][C:2]1[CH:11]=[CH:10][C:5]([C:6]([O:8]C)=O)=[CH:4][C:3]=1C.[CH3:13][O:14][C:15]([C:17]1[CH:22]=[CH:21][C:20]([N:23]=[C:24]=[S:25])=[C:19]([CH3:26])[CH:18]=1)=[O:16].OCCN.O=S(Cl)Cl, predict the reaction product. The product is: [OH:8][CH2:6][C:5]1([NH2:23])[CH2:4][CH2:2][CH2:11][CH2:10]1.[CH3:13][O:14][C:15]([C:17]1[CH:22]=[CH:21][C:20]([N:23]=[C:24]2[S:25][CH2:11][C:2]3([CH2:3][CH2:4][CH2:5][CH2:10]3)[NH:1]2)=[C:19]([CH3:26])[CH:18]=1)=[O:16]. (3) Given the reactants [NH2:1][C:2]1[CH:7]=[CH:6][C:5]([Cl:8])=[CH:4][C:3]=1[C:9]([C:11]1[CH:12]=[N:13][C:14]([CH3:17])=[CH:15][CH:16]=1)=[O:10].[O:18]1[C:22]([C:23]2[CH:28]=[CH:27][C:26]([S:29](Cl)(=[O:31])=[O:30])=[CH:25][CH:24]=2)=[CH:21][N:20]=[CH:19]1, predict the reaction product. The product is: [Cl:8][C:5]1[CH:6]=[CH:7][C:2]([NH:1][S:29]([C:26]2[CH:27]=[CH:28][C:23]([C:22]3[O:18][CH:19]=[N:20][CH:21]=3)=[CH:24][CH:25]=2)(=[O:30])=[O:31])=[C:3]([C:9]([C:11]2[CH:12]=[N:13][C:14]([CH3:17])=[CH:15][CH:16]=2)=[O:10])[CH:4]=1.